Dataset: Catalyst prediction with 721,799 reactions and 888 catalyst types from USPTO. Task: Predict which catalyst facilitates the given reaction. (1) Reactant: [CH2:1]([O:3][C:4]([C:6]1([NH:15][C:16](=[O:26])[C:17]2[CH:22]=[CH:21][CH:20]=[C:19](C#N)[C:18]=2C)[CH2:14][C:13]2[C:8](=[CH:9][CH:10]=[CH:11][CH:12]=2)[CH2:7]1)=[O:5])[CH3:2].CN([CH:30]=[O:31])C.[C:32]([O-])([O-])=O.[K+].[K+].BrC[C:40]#[N:41]. Product: [CH2:1]([O:3][C:4]([C:6]1([NH:15][C:16](=[O:26])[C:17]2[CH:22]=[CH:21][CH:20]=[C:19]([CH3:32])[C:18]=2[O:31][CH2:30][C:40]#[N:41])[CH2:14][C:13]2[C:8](=[CH:9][CH:10]=[CH:11][CH:12]=2)[CH2:7]1)=[O:5])[CH3:2]. The catalyst class is: 25. (2) Reactant: [NH2:1][C:2]1[CH:11]=[C:10]([N:12]2[CH2:17][CH2:16][O:15][CH2:14][CH2:13]2)[CH:9]=[CH:8][C:3]=1[C:4]([O:6][CH3:7])=[O:5].[C:18](OC(=O)C)(=[O:20])[CH3:19].N1C=CC=CC=1. Product: [CH3:7][O:6][C:4](=[O:5])[C:3]1[CH:8]=[CH:9][C:10]([N:12]2[CH2:13][CH2:14][O:15][CH2:16][CH2:17]2)=[CH:11][C:2]=1[NH:1][C:18](=[O:20])[CH3:19]. The catalyst class is: 91. (3) Reactant: C[O:2][C:3]([C:5]1[C:13]2[N:12]=[C:11]([C:14]3[CH:19]=[CH:18][C:17]([F:20])=[C:16]([Cl:21])[CH:15]=3)[NH:10][C:9]=2[C:8]([O:22]C)=[CH:7][CH:6]=1)=[O:4].[Cl-].[Al+3].[Cl-].[Cl-].Cl. Product: [Cl:21][C:16]1[CH:15]=[C:14]([C:11]2[NH:10][C:9]3[C:8]([OH:22])=[CH:7][CH:6]=[C:5]([C:3]([OH:4])=[O:2])[C:13]=3[N:12]=2)[CH:19]=[CH:18][C:17]=1[F:20]. The catalyst class is: 11.